This data is from Full USPTO retrosynthesis dataset with 1.9M reactions from patents (1976-2016). The task is: Predict the reactants needed to synthesize the given product. Given the product [N+:9]([C:5]1[CH:4]=[C:3]([CH:8]=[CH:7][CH:6]=1)[CH2:2][S:15][CH2:12][CH2:13][CH3:14])([O-:11])=[O:10], predict the reactants needed to synthesize it. The reactants are: Cl[CH2:2][C:3]1[CH:8]=[CH:7][CH:6]=[C:5]([N+:9]([O-:11])=[O:10])[CH:4]=1.[CH2:12]([S-:15])[CH2:13][CH3:14].[Na+].O.